This data is from HIV replication inhibition screening data with 41,000+ compounds from the AIDS Antiviral Screen. The task is: Binary Classification. Given a drug SMILES string, predict its activity (active/inactive) in a high-throughput screening assay against a specified biological target. (1) The molecule is COc1cc2c(c(OC)c1OC)-c1ccc(NCCCNc3ccc4c(cc3=O)C(NC(C)=O)CCc3cc(OC)c(OC)c(OC)c3-4)c(=O)cc1C(NC(C)=O)CC2. The result is 0 (inactive). (2) The compound is CC1(C)C2CCC(N)(C2)C1N.Cl. The result is 0 (inactive).